This data is from Peptide-MHC class I binding affinity with 185,985 pairs from IEDB/IMGT. The task is: Regression. Given a peptide amino acid sequence and an MHC pseudo amino acid sequence, predict their binding affinity value. This is MHC class I binding data. (1) The peptide sequence is AFKKATSIVL. The MHC is Mamu-B01 with pseudo-sequence Mamu-B01. The binding affinity (normalized) is 0.112. (2) The MHC is HLA-B27:05 with pseudo-sequence HLA-B27:05. The binding affinity (normalized) is 0.244. The peptide sequence is FQYEHEQTF. (3) The binding affinity (normalized) is 0. The peptide sequence is QGDNDNWWT. The MHC is HLA-A02:01 with pseudo-sequence HLA-A02:01.